This data is from Forward reaction prediction with 1.9M reactions from USPTO patents (1976-2016). The task is: Predict the product of the given reaction. Given the reactants [C:1]1([C:7]#[CH:8])[CH:6]=[CH:5][CH:4]=[CH:3][CH:2]=1.[Br:9][C:10]1[CH:11]=[CH:12][C:13]([O:18][CH:19]([CH3:21])[CH3:20])=[C:14]([CH:17]=1)[CH:15]=[O:16], predict the reaction product. The product is: [Br:9][C:10]1[CH:11]=[CH:12][C:13]([O:18][CH:19]([CH3:21])[CH3:20])=[C:14]([C:15](=[O:16])[C:8]#[C:7][C:1]2[CH:6]=[CH:5][CH:4]=[CH:3][CH:2]=2)[CH:17]=1.